Dataset: Forward reaction prediction with 1.9M reactions from USPTO patents (1976-2016). Task: Predict the product of the given reaction. (1) Given the reactants C([O-])(=O)C.[NH4+:5].[C:6]([CH2:8][C:9]([O:11]CC)=O)#[N:7].[CH2:14]([O:16][C:17](=[O:24])[C:18]([CH3:23])([CH3:22])[C:19](=O)[CH3:20])[CH3:15].[N+:25]([C:28]1[CH:35]=[CH:34][C:31]([CH:32]=O)=[CH:30][CH:29]=1)([O-:27])=[O:26], predict the reaction product. The product is: [CH2:14]([O:16][C:17](=[O:24])[C:18]([C:19]1[NH:5][C:9](=[O:11])[C:8]([C:6]#[N:7])=[C:32]([C:31]2[CH:34]=[CH:35][C:28]([N+:25]([O-:27])=[O:26])=[CH:29][CH:30]=2)[CH:20]=1)([CH3:23])[CH3:22])[CH3:15]. (2) Given the reactants [Cl:1][C:2]1[CH:7]=[CH:6][CH:5]=[CH:4][C:3]=1[C@H:8]([O:10][C:11](=[O:27])[NH:12][C:13]1[C:14]([CH3:26])=[N:15][O:16][C:17]=1[C:18]1[CH:23]=[CH:22][C:21]([CH2:24]Cl)=[CH:20][CH:19]=1)[CH3:9].[OH:28][C:29]1[CH:34]=[CH:33][CH:32]=[CH:31][C:30]=1[CH2:35][C:36]([O:38][CH2:39][CH3:40])=[O:37], predict the reaction product. The product is: [CH2:39]([O:38][C:36](=[O:37])[CH2:35][C:30]1[CH:31]=[CH:32][CH:33]=[CH:34][C:29]=1[O:28][CH2:24][C:21]1[CH:22]=[CH:23][C:18]([C:17]2[O:16][N:15]=[C:14]([CH3:26])[C:13]=2[NH:12][C:11]([O:10][C@@H:8]([C:3]2[CH:4]=[CH:5][CH:6]=[CH:7][C:2]=2[Cl:1])[CH3:9])=[O:27])=[CH:19][CH:20]=1)[CH3:40]. (3) Given the reactants [O:1]=[C:2]1[NH:6][CH2:5][C@@H:4]([C:7]2[C:8]([N+:21]([O-:23])=[O:22])=[CH:9][C:10]([Cl:20])=[C:11]([NH:13]C(=O)C(F)(F)F)[CH:12]=2)[CH2:3]1.[OH-].[Na+], predict the reaction product. The product is: [NH2:13][C:11]1[CH:12]=[C:7]([C@@H:4]2[CH2:5][NH:6][C:2](=[O:1])[CH2:3]2)[C:8]([N+:21]([O-:23])=[O:22])=[CH:9][C:10]=1[Cl:20]. (4) Given the reactants [OH:1][C:2]1[C:23]([C:24]2[CH:29]=[CH:28][CH:27]=[CH:26][N:25]=2)=[C:5]2[NH:6][C:7]([C:11]3[CH:12]=[C:13]4[C:17](=[CH:18][CH:19]=3)[N:16](COC)[N:15]=[CH:14]4)=[CH:8][C:9](=[O:10])[N:4]2[N:3]=1.Cl, predict the reaction product. The product is: [OH:1][C:2]1[C:23]([C:24]2[CH:29]=[CH:28][CH:27]=[CH:26][N:25]=2)=[C:5]2[NH:6][C:7]([C:11]3[CH:12]=[C:13]4[C:17](=[CH:18][CH:19]=3)[NH:16][N:15]=[CH:14]4)=[CH:8][C:9](=[O:10])[N:4]2[N:3]=1.